This data is from Reaction yield outcomes from USPTO patents with 853,638 reactions. The task is: Predict the reaction yield, written as a fraction of the theoretical maximum amount of product (1.0 means a 100% yield; for example, 0.34 means a 34% yield). (1) The reactants are [NH:1]1[CH:5]=[CH:4][N:3]=[C:2]1[CH:6]=[O:7].Br.Br[CH2:10][C:11]1[CH:16]=[CH:15][CH:14]=[CH:13][N:12]=1.C(N(CC)C(C)C)(C)C. The catalyst is CN(C=O)C. The product is [N:12]1[CH:13]=[CH:14][CH:15]=[CH:16][C:11]=1[CH2:10][N:1]1[CH:5]=[CH:4][N:3]=[C:2]1[CH:6]=[O:7]. The yield is 0.370. (2) The reactants are [CH3:1][C:2]1([CH3:28])[O:6][CH:5]([C@H:7]2[N:11]([O:12][CH3:13])[C@:10]3([CH2:23][CH:24]=[C:25]([CH3:27])[CH3:26])[C:14]4[C:19]([C:20](=[O:22])[CH:21]=[C:9]3[O:8]2)=[CH:18][CH:17]=[CH:16][CH:15]=4)[CH2:4][O:3]1. The catalyst is C(OCC)(=O)C.O=[Pt]=O. The product is [CH3:1][C:2]1([CH3:28])[O:6][CH:5]([C@H:7]2[N:11]([O:12][CH3:13])[C@:10]3([CH2:23][CH2:24][CH:25]([CH3:26])[CH3:27])[C:14]4[C:19]([C:20](=[O:22])[CH:21]=[C:9]3[O:8]2)=[CH:18][CH:17]=[CH:16][CH:15]=4)[CH2:4][O:3]1. The yield is 0.770. (3) The reactants are [Cl:1][C:2]1[CH:7]=[CH:6][CH:5]=[C:4](I)[CH:3]=1.N1(C2CCCCCCCCCC2)CCCN=CCCCCC1.C1CCN2C(=NCCC2)CC1.[CH2:42]([O:49][C:50]1[N:51]=[N:52][C:53]([C:64]#[CH:65])=[CH:54][C:55]=1[O:56][CH2:57][C:58]1[CH:63]=[CH:62][CH:61]=[CH:60][CH:59]=1)[C:43]1[CH:48]=[CH:47][CH:46]=[CH:45][CH:44]=1. The catalyst is O1CCCC1.[Cu]I.Cl[Pd](Cl)([P](C1C=CC=CC=1)(C1C=CC=CC=1)C1C=CC=CC=1)[P](C1C=CC=CC=1)(C1C=CC=CC=1)C1C=CC=CC=1. The product is [CH2:42]([O:49][C:50]1[N:51]=[N:52][C:53]([C:64]#[C:65][C:4]2[CH:5]=[CH:6][CH:7]=[C:2]([Cl:1])[CH:3]=2)=[CH:54][C:55]=1[O:56][CH2:57][C:58]1[CH:63]=[CH:62][CH:61]=[CH:60][CH:59]=1)[C:43]1[CH:44]=[CH:45][CH:46]=[CH:47][CH:48]=1. The yield is 0.300.